The task is: Predict which catalyst facilitates the given reaction.. This data is from Catalyst prediction with 721,799 reactions and 888 catalyst types from USPTO. (1) Reactant: [C:1]([O:5][C:6]([N:8]1[CH2:13][CH2:12][C:11](=[CH:14][CH2:15][CH2:16][CH2:17][C:18]2[CH:23]=[CH:22][CH:21]=[CH:20][CH:19]=2)[CH2:10][CH2:9]1)=[O:7])([CH3:4])([CH3:3])[CH3:2]. Product: [C:1]([O:5][C:6]([N:8]1[CH2:9][CH2:10][CH:11]([CH2:14][CH2:15][CH2:16][CH2:17][C:18]2[CH:19]=[CH:20][CH:21]=[CH:22][CH:23]=2)[CH2:12][CH2:13]1)=[O:7])([CH3:4])([CH3:2])[CH3:3]. The catalyst class is: 105. (2) Reactant: [Cl:1][C:2]1[CH:10]=[CH:9][CH:8]=[C:7]2[C:3]=1[C:4]([C:15](=[O:20])C(F)(F)F)=[CH:5][N:6]2[CH:11]1[CH2:14][O:13][CH2:12]1.[OH-:21].[K+]. Product: [Cl:1][C:2]1[CH:10]=[CH:9][CH:8]=[C:7]2[C:3]=1[C:4]([C:15]([OH:20])=[O:21])=[CH:5][N:6]2[CH:11]1[CH2:12][O:13][CH2:14]1. The catalyst class is: 8. (3) Reactant: Cl.[Cl:2][C:3]1[N:7]2[CH2:8][CH2:9][NH:10][CH2:11][C:6]2=[C:5]([C:12]([NH2:14])=[O:13])[C:4]=1[C:15]1[CH:20]=[CH:19][CH:18]=[C:17]([F:21])[CH:16]=1.[CH3:22][C:23]([CH3:46])([O:25][N:26]=[C:27]1[CH2:32][CH2:31][CH:30]([NH:33][C:34](=O)[O:35]C2C=CC([N+]([O-])=O)=CC=2)[CH2:29][CH2:28]1)[CH3:24].C(=O)([O-])[O-].[Na+].[Na+].O. Product: [Cl:2][C:3]1[N:7]2[CH2:8][CH2:9][N:10]([C:34]([NH:33][CH:30]3[CH2:31][CH2:32][C:27](=[N:26][O:25][C:23]([CH3:46])([CH3:24])[CH3:22])[CH2:28][CH2:29]3)=[O:35])[CH2:11][C:6]2=[C:5]([C:12]([NH2:14])=[O:13])[C:4]=1[C:15]1[CH:20]=[CH:19][CH:18]=[C:17]([F:21])[CH:16]=1. The catalyst class is: 10.